Dataset: Full USPTO retrosynthesis dataset with 1.9M reactions from patents (1976-2016). Task: Predict the reactants needed to synthesize the given product. Given the product [Cl:21][C:19]1[CH:18]=[CH:17][C:16]2[O:8][C:6]([C:5]3[CH:9]=[CH:10][C:2]([F:1])=[C:3]([N+:11]([O-:13])=[O:12])[CH:4]=3)=[N:14][C:15]=2[CH:20]=1, predict the reactants needed to synthesize it. The reactants are: [F:1][C:2]1[CH:10]=[CH:9][C:5]([C:6]([OH:8])=O)=[CH:4][C:3]=1[N+:11]([O-:13])=[O:12].[NH2:14][C:15]1[CH:20]=[C:19]([Cl:21])[CH:18]=[CH:17][C:16]=1O.CCN=C=NCCCN(C)C.CS(O)(=O)=O.